The task is: Predict the reactants needed to synthesize the given product.. This data is from Full USPTO retrosynthesis dataset with 1.9M reactions from patents (1976-2016). (1) Given the product [Cl:14][C:15]1[N:20]=[C:19]([C:2]#[C:1][C:3]2[CH:8]=[CH:7][CH:6]=[CH:5][C:4]=2[CH:9]([CH3:13])[C:10]([NH2:12])=[O:11])[C:18]([CH3:22])=[CH:17][N:16]=1, predict the reactants needed to synthesize it. The reactants are: [C:1]([C:3]1[CH:8]=[CH:7][CH:6]=[CH:5][C:4]=1[CH:9]([CH3:13])[C:10]([NH2:12])=[O:11])#[CH:2].[Cl:14][C:15]1[N:20]=[C:19](Cl)[C:18]([CH3:22])=[CH:17][N:16]=1.F[B-](F)(F)F.C([PH+](C(C)(C)C)C(C)(C)C)(C)(C)C. (2) Given the product [Br:2][C:3]1[CH:4]=[C:5]2[C:10](=[CH:11][CH:12]=1)[CH:9]([C:13]1[CH:18]=[CH:17][CH:16]=[CH:15][C:14]=1[Cl:19])[N:8]([CH2:32][C:31]([N:22]1[CH2:23][CH2:24][N:25]([CH:27]3[CH2:30][CH2:29][CH2:28]3)[CH2:26][CH2:21]1)=[O:33])[CH2:7][CH2:6]2, predict the reactants needed to synthesize it. The reactants are: Cl.[Br:2][C:3]1[CH:4]=[C:5]2[C:10](=[CH:11][CH:12]=1)[CH:9]([C:13]1[CH:18]=[CH:17][CH:16]=[CH:15][C:14]=1[Cl:19])[NH:8][CH2:7][CH2:6]2.Cl[CH:21]1[CH2:26][N:25]([CH:27]2[CH2:30][CH2:29][CH2:28]2)[CH2:24][CH2:23][NH:22]1.[C:31](N)(=[O:33])[CH3:32].C([O-])([O-])=O.[K+].[K+].[Na+].[I-]. (3) Given the product [F:20][C:19]([F:22])([F:21])[C:16]1[CH:17]=[CH:18][C:13]([N:7]2[CH2:8][CH2:9][CH2:10][C:5]3([C:1](=[O:11])[NH:2][CH2:3][CH2:4]3)[CH2:6]2)=[N:14][CH:15]=1, predict the reactants needed to synthesize it. The reactants are: [C:1]1(=[O:11])[C:5]2([CH2:10][CH2:9][CH2:8][NH:7][CH2:6]2)[CH2:4][CH2:3][NH:2]1.Cl[C:13]1[CH:18]=[CH:17][C:16]([C:19]([F:22])([F:21])[F:20])=[CH:15][N:14]=1.C(N(CC)C(C)C)(C)C.CN1CCCC1=O. (4) Given the product [Si:15]([O:14][C@@H:8]([C:5]1[CH:6]=[CH:7][C:2]([CH:50]2[CH2:49][CH2:48][C:47](=[O:51])[CH:46]2[CH2:45][CH2:44][CH2:43][CH2:42][CH2:41][CH2:40][C:36]([O:38][CH3:39])=[O:37])=[CH:3][CH:4]=1)[CH2:9][CH2:10][CH2:11][CH2:12][CH3:13])([C:18]([CH3:21])([CH3:20])[CH3:19])([CH3:17])[CH3:16], predict the reactants needed to synthesize it. The reactants are: Br[C:2]1[CH:7]=[CH:6][C:5]([C@H:8]([O:14][Si:15]([C:18]([CH3:21])([CH3:20])[CH3:19])([CH3:17])[CH3:16])[CH2:9][CH2:10][CH2:11][CH2:12][CH3:13])=[CH:4][CH:3]=1.[Mg].II.BrCCBr.[Cl-].[Li+].C[Si](Cl)(C)C.[C:36]([CH2:40][CH2:41][CH2:42][CH2:43][CH2:44][CH2:45][C:46]1[C:47](=[O:51])[CH2:48][CH2:49][CH:50]=1)([O:38][CH3:39])=[O:37].Cl. (5) Given the product [Cl:18][CH2:13][C:12]([C:3]1[CH:4]=[CH:5][CH:6]=[C:7]([C:8]([F:10])([F:11])[F:9])[C:2]=1[F:1])=[O:14], predict the reactants needed to synthesize it. The reactants are: [F:1][C:2]1[C:7]([C:8]([F:11])([F:10])[F:9])=[CH:6][CH:5]=[CH:4][C:3]=1[C:12](=[O:14])[CH3:13].S(Cl)([Cl:18])(=O)=O.